Dataset: Reaction yield outcomes from USPTO patents with 853,638 reactions. Task: Predict the reaction yield, written as a fraction of the theoretical maximum amount of product (1.0 means a 100% yield; for example, 0.34 means a 34% yield). The reactants are [NH2:1][C:2]1[CH:3]=[C:4]([C:8]2[S:12][C:11]([C:13]3[CH:14]=[C:15]4[C:19](=[CH:20][CH:21]=3)[C:18](=[O:22])[N:17]([CH3:23])[CH2:16]4)=[CH:10][CH:9]=2)[CH:5]=[N:6][CH:7]=1.[Cl:24][C:25]1[CH:26]=[C:27]([S:31](Cl)(=[O:33])=[O:32])[CH:28]=[CH:29][CH:30]=1. No catalyst specified. The product is [Cl:24][C:25]1[CH:26]=[C:27]([S:31]([NH:1][C:2]2[CH:7]=[N:6][CH:5]=[C:4]([C:8]3[S:12][C:11]([C:13]4[CH:14]=[C:15]5[C:19](=[CH:20][CH:21]=4)[C:18](=[O:22])[N:17]([CH3:23])[CH2:16]5)=[CH:10][CH:9]=3)[CH:3]=2)(=[O:33])=[O:32])[CH:28]=[CH:29][CH:30]=1. The yield is 0.490.